From a dataset of NCI-60 drug combinations with 297,098 pairs across 59 cell lines. Regression. Given two drug SMILES strings and cell line genomic features, predict the synergy score measuring deviation from expected non-interaction effect. (1) Drug 1: C1CCC(C1)C(CC#N)N2C=C(C=N2)C3=C4C=CNC4=NC=N3. Drug 2: CC1C(C(CC(O1)OC2CC(CC3=C2C(=C4C(=C3O)C(=O)C5=CC=CC=C5C4=O)O)(C(=O)C)O)N)O. Cell line: SK-MEL-5. Synergy scores: CSS=55.1, Synergy_ZIP=12.2, Synergy_Bliss=15.1, Synergy_Loewe=-51.0, Synergy_HSA=2.85. (2) Drug 1: C1CC(=O)NC(=O)C1N2CC3=C(C2=O)C=CC=C3N. Drug 2: C1CCC(CC1)NC(=O)N(CCCl)N=O. Cell line: RPMI-8226. Synergy scores: CSS=35.8, Synergy_ZIP=-2.55, Synergy_Bliss=-5.15, Synergy_Loewe=-3.85, Synergy_HSA=-3.56. (3) Drug 1: C1CCC(C1)C(CC#N)N2C=C(C=N2)C3=C4C=CNC4=NC=N3. Drug 2: C1=C(C(=O)NC(=O)N1)N(CCCl)CCCl. Cell line: T-47D. Synergy scores: CSS=14.9, Synergy_ZIP=-1.33, Synergy_Bliss=6.01, Synergy_Loewe=-8.62, Synergy_HSA=1.53. (4) Drug 1: CC(C1=C(C=CC(=C1Cl)F)Cl)OC2=C(N=CC(=C2)C3=CN(N=C3)C4CCNCC4)N. Drug 2: C1CN(P(=O)(OC1)NCCCl)CCCl. Cell line: MALME-3M. Synergy scores: CSS=0.362, Synergy_ZIP=-1.48, Synergy_Bliss=-2.89, Synergy_Loewe=-8.94, Synergy_HSA=-3.77. (5) Drug 1: CN1CCC(CC1)COC2=C(C=C3C(=C2)N=CN=C3NC4=C(C=C(C=C4)Br)F)OC. Drug 2: CC(C)NC(=O)C1=CC=C(C=C1)CNNC.Cl. Cell line: SW-620. Synergy scores: CSS=19.2, Synergy_ZIP=5.81, Synergy_Bliss=11.6, Synergy_Loewe=6.84, Synergy_HSA=8.15. (6) Drug 1: CC(CN1CC(=O)NC(=O)C1)N2CC(=O)NC(=O)C2. Drug 2: CC1=C(C=C(C=C1)NC(=O)C2=CC=C(C=C2)CN3CCN(CC3)C)NC4=NC=CC(=N4)C5=CN=CC=C5. Cell line: OVCAR-5. Synergy scores: CSS=8.32, Synergy_ZIP=2.43, Synergy_Bliss=0.715, Synergy_Loewe=-1.13, Synergy_HSA=-0.519.